Dataset: Full USPTO retrosynthesis dataset with 1.9M reactions from patents (1976-2016). Task: Predict the reactants needed to synthesize the given product. (1) Given the product [CH3:6][O:7][C:8]([C:10]1[CH:19]=[C:18]([NH2:20])[C:17]2[C:12](=[C:13]([OH:31])[CH:14]=[CH:15][CH:16]=2)[N:11]=1)=[O:9], predict the reactants needed to synthesize it. The reactants are: S(=O)(=O)(O)O.[CH3:6][O:7][C:8]([C:10]1[CH:19]=[C:18]([NH:20]S(C2C=CC(C)=CC=2)(=O)=O)[C:17]2[C:12](=[C:13]([OH:31])[CH:14]=[CH:15][CH:16]=2)[N:11]=1)=[O:9].C(=O)(O)[O-].[Na+]. (2) The reactants are: Br[C:2]1[CH:3]=[C:4]([CH:37]=[CH:38][CH:39]=1)[CH2:5][N:6]1[C:10]2[CH:11]=[CH:12][C:13]([O:15][CH2:16][C:17]3[CH:26]=[CH:25][C:24]4[C:19](=[CH:20][CH:21]=[CH:22][CH:23]=4)[N:18]=3)=[CH:14][C:9]=2[N:8]=[C:7]1[CH2:27][C:28]1([C:33]([O:35][CH3:36])=[O:34])[CH2:32][CH2:31][CH2:30][CH2:29]1.[CH3:40][Si:41]([CH3:55])([CH3:54])[CH2:42][CH2:43][O:44][CH2:45][N:46]1[C:50](B(O)O)=[CH:49][CH:48]=[N:47]1.C([O-])([O-])=O.[Na+].[Na+]. Given the product [N:18]1[C:19]2[C:24](=[CH:23][CH:22]=[CH:21][CH:20]=2)[CH:25]=[CH:26][C:17]=1[CH2:16][O:15][C:13]1[CH:12]=[CH:11][C:10]2[N:6]([CH2:5][C:4]3[CH:37]=[CH:38][CH:39]=[C:2]([C:50]4[N:46]([CH2:45][O:44][CH2:43][CH2:42][Si:41]([CH3:55])([CH3:54])[CH3:40])[N:47]=[CH:48][CH:49]=4)[CH:3]=3)[C:7]([CH2:27][C:28]3([C:33]([O:35][CH3:36])=[O:34])[CH2:32][CH2:31][CH2:30][CH2:29]3)=[N:8][C:9]=2[CH:14]=1, predict the reactants needed to synthesize it. (3) Given the product [OH:25][C:21]([CH3:24])([CH3:23])[CH2:22][O:3][N:4]1[C:9]([CH3:10])([CH3:11])[CH2:8][C:7](=[O:12])[CH2:6][C:5]1([CH3:14])[CH3:13], predict the reactants needed to synthesize it. The reactants are: OO.[OH:3][N:4]1[C:9]([CH3:11])([CH3:10])[CH2:8][C:7](=[O:12])[CH2:6][C:5]1([CH3:14])[CH3:13].S([O-])([O-])=O.[Na+].[Na+].[C:21]([OH:25])([CH3:24])([CH3:23])[CH3:22]. (4) Given the product [Br:1][C:2]1[CH:9]=[CH:8][C:5]([CH2:6][N:11]2[CH2:16][CH2:15][O:14][CH2:13][CH2:12]2)=[C:4]([Cl:10])[CH:3]=1, predict the reactants needed to synthesize it. The reactants are: [Br:1][C:2]1[CH:9]=[CH:8][C:5]([CH:6]=O)=[C:4]([Cl:10])[CH:3]=1.[NH:11]1[CH2:16][CH2:15][O:14][CH2:13][CH2:12]1.C(O)(=O)C.C(O[BH-](OC(=O)C)OC(=O)C)(=O)C.[Na+]. (5) Given the product [CH2:23]([Sn:18]([CH2:14][CH2:15][CH2:16][CH3:17])([CH2:19][CH2:20][CH2:21][CH3:22])/[C:10](=[CH:9]/[C:6]1[CH:5]=[CH:4][C:3]([O:2][CH3:1])=[CH:8][CH:7]=1)/[C:11]([NH2:13])=[O:12])[CH2:24][CH2:25][CH3:26], predict the reactants needed to synthesize it. The reactants are: [CH3:1][O:2][C:3]1[CH:8]=[CH:7][C:6]([CH2:9][CH2:10][C:11]([NH2:13])=[O:12])=[CH:5][CH:4]=1.[CH2:14]([SnH:18]([CH2:23][CH2:24][CH2:25][CH3:26])[CH2:19][CH2:20][CH2:21][CH3:22])[CH2:15][CH2:16][CH3:17]. (6) Given the product [CH3:1][O:2][C:3]([C:5]1[CH:13]=[C:12]2[C:8]([C:9]([CH:15]3[CH2:20][CH2:19][CH2:18][CH2:17][CH2:16]3)=[C:10]([Br:14])[N:11]2[CH2:26][CH2:27][O:28][CH2:29][O:30][CH3:31])=[CH:7][CH:6]=1)=[O:4], predict the reactants needed to synthesize it. The reactants are: [CH3:1][O:2][C:3]([C:5]1[CH:13]=[C:12]2[C:8]([C:9]([CH:15]3[CH2:20][CH2:19][CH2:18][CH2:17][CH2:16]3)=[C:10]([Br:14])[NH:11]2)=[CH:7][CH:6]=1)=[O:4].[H-].[Na+].[H][H].Br[CH2:26][CH2:27][O:28][CH2:29][O:30][CH3:31]. (7) The reactants are: [CH2:1]([O:3][C:4]([N:6]1[CH2:24][CH2:23][C:9]2[N:10]3[C:19]4[C:18]([C:8]=2[CH2:7]1)=[CH:17][CH:16]=[CH:15][C:14]=4[N:13]([CH3:20])[CH2:12][C:11]3([CH3:22])[CH3:21])=[O:5])[CH3:2].[BH3-]C#N.[Na+]. Given the product [CH2:1]([O:3][C:4]([N:6]1[CH2:24][CH2:23][CH:9]2[N:10]3[C:19]4[C:18]([CH:8]2[CH2:7]1)=[CH:17][CH:16]=[CH:15][C:14]=4[N:13]([CH3:20])[CH2:12][C:11]3([CH3:21])[CH3:22])=[O:5])[CH3:2], predict the reactants needed to synthesize it. (8) Given the product [I:1][CH2:4][CH2:5][CH2:6][CH2:7][CH2:8][CH2:9][O:10][C:11]1[CH:16]=[CH:15][C:14]([C@H:17]2[CH2:34][C@@:32]3([CH3:33])[C@@H:28]([CH2:29][CH2:30][C@@H:31]3[OH:35])[C@H:27]3[C@H:18]2[C:19]2[CH:20]=[CH:21][C:22]([OH:36])=[CH:23][C:24]=2[CH2:25][CH2:26]3)=[CH:13][CH:12]=1, predict the reactants needed to synthesize it. The reactants are: [I-:1].[Na+].Cl[CH2:4][CH2:5][CH2:6][CH2:7][CH2:8][CH2:9][O:10][C:11]1[CH:16]=[CH:15][C:14]([C@H:17]2[CH2:34][C@@:32]3([CH3:33])[C@@H:28]([CH2:29][CH2:30][C@@H:31]3[OH:35])[C@H:27]3[C@H:18]2[C:19]2[CH:20]=[CH:21][C:22]([OH:36])=[CH:23][C:24]=2[CH2:25][CH2:26]3)=[CH:13][CH:12]=1. (9) Given the product [CH3:15][O:14][CH2:13][CH2:12][O:10][C:7]1[CH:8]=[CH:9][C:4]([N+:1]([O-:3])=[O:2])=[CH:5][CH:6]=1, predict the reactants needed to synthesize it. The reactants are: [N+:1]([C:4]1[CH:9]=[CH:8][C:7]([OH:10])=[CH:6][CH:5]=1)([O-:3])=[O:2].Br[CH2:12][CH2:13][O:14][CH3:15].C([O-])([O-])=O.[K+].[K+].O. (10) Given the product [Cl:26][C:27]1[CH:28]=[C:29]([NH:23][C:24]([NH:11][NH:10][C:8]([C:6]2[CH:7]=[CH:2][CH:3]=[C:4]([O:12][C:13]3[CH:18]=[CH:17][CH:16]=[C:15]([C:19]([F:22])([F:21])[F:20])[CH:14]=3)[CH:5]=2)=[O:9])=[S:25])[CH:30]=[CH:31][C:32]=1[Cl:33], predict the reactants needed to synthesize it. The reactants are: O[C:2]1[CH:3]=[C:4]([O:12][C:13]2[CH:18]=[CH:17][CH:16]=[C:15]([C:19]([F:22])([F:21])[F:20])[CH:14]=2)[CH:5]=[C:6]([C:8]([NH:10][NH2:11])=[O:9])[CH:7]=1.[N-:23]=[C:24]=[S:25].[Cl:26][C:27]1[CH:28]=[CH:29][CH:30]=[CH:31][C:32]=1[Cl:33].